This data is from Full USPTO retrosynthesis dataset with 1.9M reactions from patents (1976-2016). The task is: Predict the reactants needed to synthesize the given product. (1) Given the product [CH3:1][C:2]1[CH:6]=[CH:5][N:4]([C:8]2[CH:13]=[CH:12][C:11]([OH:14])=[CH:10][CH:9]=2)[N:3]=1, predict the reactants needed to synthesize it. The reactants are: [CH3:1][C:2]1[CH:6]=[CH:5][NH:4][N:3]=1.I[C:8]1[CH:13]=[CH:12][C:11]([OH:14])=[CH:10][CH:9]=1.C(=O)([O-])[O-].[K+].[K+].CN[C@@H]1CCCC[C@H]1NC. (2) Given the product [Br:9][CH:10]([CH2:14][CH2:15][Br:16])[C:11]([NH:2][CH2:3][C:4]([O:6][CH2:7][CH3:8])=[O:5])=[O:12], predict the reactants needed to synthesize it. The reactants are: Cl.[NH2:2][CH2:3][C:4]([O:6][CH2:7][CH3:8])=[O:5].[Br:9][CH:10]([CH2:14][CH2:15][Br:16])[C:11](Cl)=[O:12].[OH-].[Na+].